Dataset: Catalyst prediction with 721,799 reactions and 888 catalyst types from USPTO. Task: Predict which catalyst facilitates the given reaction. Product: [C:9]([NH:8][C:5]1[CH:4]=[CH:3][C:2]([O:1][CH2:13][C:14]([O:16][CH2:17][CH3:18])=[O:15])=[CH:7][CH:6]=1)(=[O:11])[CH3:10]. Reactant: [OH:1][C:2]1[CH:7]=[CH:6][C:5]([NH:8][C:9](=[O:11])[CH3:10])=[CH:4][CH:3]=1.Br[C:13](C)(C)[C:14]([O:16][CH2:17][CH3:18])=[O:15].C([O-])([O-])=O.[K+].[K+].O. The catalyst class is: 23.